From a dataset of Reaction yield outcomes from USPTO patents with 853,638 reactions. Predict the reaction yield, written as a fraction of the theoretical maximum amount of product (1.0 means a 100% yield; for example, 0.34 means a 34% yield). (1) The reactants are [CH3:1][O:2][C:3](=[O:22])[CH2:4][CH2:5][C:6]1[C:7](=[O:21])[N:8]([CH2:11][C:12]2[CH:17]=[CH:16][C:15]([N+:18]([O-])=O)=[CH:14][CH:13]=2)[CH2:9][CH:10]=1.C(O)(=O)C. The catalyst is CO.[Zn]. The product is [CH3:1][O:2][C:3](=[O:22])[CH2:4][CH2:5][C:6]1[C:7](=[O:21])[N:8]([CH2:11][C:12]2[CH:13]=[CH:14][C:15]([NH2:18])=[CH:16][CH:17]=2)[CH2:9][CH:10]=1. The yield is 0.250. (2) The reactants are [CH2:1]([NH2:6])[C:2]([CH3:5])([CH3:4])[CH3:3].[C:7](Cl)(=[O:9])[CH3:8].C(N(CC)CC)C.C(Cl)Cl. The catalyst is O. The product is [CH2:1]([NH:6][C:7](=[O:9])[CH3:8])[C:2]([CH3:5])([CH3:4])[CH3:3]. The yield is 0.980. (3) The reactants are [NH2:1][C:2]1[N:7]=[C:6](Cl)[C:5]([C:9]#[N:10])=[C:4]([CH3:11])[N:3]=1.[NH2:12][C@H:13]([C:15]1[N:20]=[C:19]2[CH:21]=[CH:22][N:23]([CH3:24])[C:18]2=[CH:17][C:16]=1[N:25]1[CH2:30][CH2:29][N:28]([C:31]([O:33][C:34]([CH3:37])([CH3:36])[CH3:35])=[O:32])[C@@H:27]([CH3:38])[CH2:26]1)[CH3:14].C(N(CC)CC)C. The catalyst is CS(C)=O. The product is [NH2:1][C:2]1[N:7]=[C:6]([NH:12][C@H:13]([C:15]2[N:20]=[C:19]3[CH:21]=[CH:22][N:23]([CH3:24])[C:18]3=[CH:17][C:16]=2[N:25]2[CH2:30][CH2:29][N:28]([C:31]([O:33][C:34]([CH3:35])([CH3:37])[CH3:36])=[O:32])[C@@H:27]([CH3:38])[CH2:26]2)[CH3:14])[C:5]([C:9]#[N:10])=[C:4]([CH3:11])[N:3]=1. The yield is 0.900. (4) The reactants are [OH:1][C:2]1[CH:3]=[C:4]([C:12]([O:14][CH3:15])=[O:13])[CH:5]=[C:6]([CH:11]=1)[C:7]([O:9][CH3:10])=[O:8].C([O-])([O-])=O.[K+].[K+].[CH:22]1[CH:27]=[CH:26][C:25]([CH2:28]Br)=[CH:24][CH:23]=1. The product is [CH2:28]([O:1][C:2]1[CH:11]=[C:6]([C:7]([O:9][CH3:10])=[O:8])[CH:5]=[C:4]([CH:3]=1)[C:12]([O:14][CH3:15])=[O:13])[C:25]1[CH:26]=[CH:27][CH:22]=[CH:23][CH:24]=1. The yield is 0.930. The catalyst is CN(C=O)C. (5) The catalyst is C1COCC1.CO.[Zn]. The reactants are [Cl:1][C:2]1[CH:7]=[C:6]([N+:8]([O-])=O)[C:5]([F:11])=[CH:4][C:3]=1[OH:12].[NH4+].[Cl-]. The product is [NH2:8][C:6]1[C:5]([F:11])=[CH:4][C:3]([OH:12])=[C:2]([Cl:1])[CH:7]=1. The yield is 1.00. (6) The reactants are [CH3:1][O:2][C:3]1[C:8]([C:9]2[NH:10][C:11]3[C:16]([CH:17]=2)=[CH:15][C:14]([C:18]([OH:20])=O)=[CH:13][CH:12]=3)=[CH:7][CH:6]=[CH:5][N:4]=1.CN(C(ON1N=NC2C=CC=CC1=2)=[N+](C)C)C.F[P-](F)(F)(F)(F)F.C(N(CC)C(C)C)(C)C.[O:54]1[CH2:59][CH2:58][N:57]([CH2:60][CH2:61][CH2:62][NH2:63])[CH2:56][CH2:55]1. The catalyst is CN(C)C=O. The product is [CH3:1][O:2][C:3]1[C:8]([C:9]2[NH:10][C:11]3[C:16]([CH:17]=2)=[CH:15][C:14]([C:18]([NH:63][CH2:62][CH2:61][CH2:60][N:57]2[CH2:58][CH2:59][O:54][CH2:55][CH2:56]2)=[O:20])=[CH:13][CH:12]=3)=[CH:7][CH:6]=[CH:5][N:4]=1. The yield is 0.870. (7) The reactants are [Br:1][C:2]1[C:3]([N:20]2[CH2:25][CH2:24][N:23](C(NC3C=CC=CC=3)=O)[CH2:22][CH2:21]2)=[C:4]2[N:10]=[C:9]([C:11]3[CH:16]=[CH:15][C:14]([N:17]([CH3:19])[CH3:18])=[CH:13][CH:12]=3)[NH:8][C:5]2=[N:6][CH:7]=1.BrC1C(N2CCN([S:52]([C:55]3[CH:60]=[CH:59][CH:58]=[CH:57][CH:56]=3)(=[O:54])=[O:53])CC2)=C([N+]([O-])=O)C(N)=NC=1.[O-]S(S([O-])=O)=O.[Na+].[Na+].CN(C1C=CC(C=O)=CC=1)C. The catalyst is CN(C=O)C. The product is [Br:1][C:2]1[C:3]([N:20]2[CH2:25][CH2:24][N:23]([S:52]([C:55]3[CH:60]=[CH:59][CH:58]=[CH:57][CH:56]=3)(=[O:54])=[O:53])[CH2:22][CH2:21]2)=[C:4]2[N:10]=[C:9]([C:11]3[CH:12]=[CH:13][C:14]([N:17]([CH3:18])[CH3:19])=[CH:15][CH:16]=3)[NH:8][C:5]2=[N:6][CH:7]=1. The yield is 0.230. (8) The reactants are [Br:1][C:2]1[C:7](=[O:8])[N:6]([CH3:9])[N:5]=[C:4]([C:10]([O:12]C)=O)[C:3]=1[NH:14][C:15]1[CH:20]=[CH:19][C:18]([Br:21])=[CH:17][C:16]=1[F:22].[CH:23]1([CH2:26][O:27][NH2:28])[CH2:25][CH2:24]1. No catalyst specified. The product is [Br:1][C:2]1[C:7](=[O:8])[N:6]([CH3:9])[N:5]=[C:4]([C:10]([NH:28][O:27][CH2:26][CH:23]2[CH2:25][CH2:24]2)=[O:12])[C:3]=1[NH:14][C:15]1[CH:20]=[CH:19][C:18]([Br:21])=[CH:17][C:16]=1[F:22]. The yield is 0.400.